Dataset: Forward reaction prediction with 1.9M reactions from USPTO patents (1976-2016). Task: Predict the product of the given reaction. (1) The product is: [C:16]([O:15][C:14]([N:13]([CH2:21][C@H:22]1[C@@H:26]([C:27]2[CH:28]=[CH:29][CH:30]=[CH:31][CH:32]=2)[CH2:25][N:24]([NH:35][C:51]([O:53][C:54]2[CH:63]=[CH:62][CH:61]=[CH:60][C:55]=2[C:56]([O:58][CH3:59])=[O:57])=[O:50])[CH2:23]1)[C@@H:11]([C:1]1[C:10]2[C:5](=[CH:6][CH:7]=[CH:8][CH:9]=2)[CH:4]=[CH:3][CH:2]=1)[CH3:12])=[O:20])([CH3:18])([CH3:19])[CH3:17]. Given the reactants [C:1]1([C@H:11]([N:13]([CH2:21][C@@H:22]2[C@@H:26]([C:27]3[CH:32]=[CH:31][CH:30]=[CH:29][CH:28]=3)[CH2:25][NH:24][CH2:23]2)[C:14](=[O:20])[O:15][C:16]([CH3:19])([CH3:18])[CH3:17])[CH3:12])[C:10]2[C:5](=[CH:6][CH:7]=[CH:8][CH:9]=2)[CH:4]=[CH:3][CH:2]=1.C([N:35](CC)CC)C.CC#N.[N+](C1C=CC([O:50][C:51]([O:53][C:54]2[CH:63]=[CH:62][CH:61]=[CH:60][C:55]=2[C:56]([O:58][CH3:59])=[O:57])=O)=CC=1)([O-])=O, predict the reaction product. (2) Given the reactants [C:1]([O:4][C@H:5]1[C@@H:9]([O:10][C:11](=[O:13])[CH3:12])[C@H:8]([C:14]2[C:18]3[N:19]=[CH:20][N:21]=[C:22](Cl)[C:17]=3[NH:16][CH:15]=2)[N:7]([C:24]([O:26][C:27]([CH3:30])([CH3:29])[CH3:28])=[O:25])[C@@H:6]1[CH2:31][O:32][C:33](=[O:35])[CH3:34])(=[O:3])[CH3:2].[N-:36]=[N+:37]=[N-:38].[Na+], predict the reaction product. The product is: [C:1]([O:4][C@H:5]1[C@@H:9]([O:10][C:11](=[O:13])[CH3:12])[C@H:8]([C:14]2[C:18]3[N:19]=[CH:20][N:21]=[C:22]([N:36]=[N+:37]=[N-:38])[C:17]=3[NH:16][CH:15]=2)[N:7]([C:24]([O:26][C:27]([CH3:30])([CH3:29])[CH3:28])=[O:25])[C@@H:6]1[CH2:31][O:32][C:33](=[O:35])[CH3:34])(=[O:3])[CH3:2]. (3) Given the reactants F[C:2]1[N:7]=[C:6]([C:8]2[C:16]3[C:11](=[CH:12][N:13]=[C:14]([C:17]4[CH:18]=[N:19][N:20]([CH3:22])[CH:21]=4)[CH:15]=3)[N:10]([CH:23]3[CH2:28][CH2:27][CH2:26][CH2:25][O:24]3)[N:9]=2)[CH:5]=[CH:4][CH:3]=1.[C:29]([NH:36][C@@H:37]1[CH2:41][CH2:40][NH:39][CH2:38]1)([O:31][C:32]([CH3:35])([CH3:34])[CH3:33])=[O:30], predict the reaction product. The product is: [CH3:22][N:20]1[CH:21]=[C:17]([C:14]2[CH:15]=[C:16]3[C:8]([C:6]4[N:7]=[C:2]([N:39]5[CH2:40][CH2:41][C@@H:37]([NH:36][C:29](=[O:30])[O:31][C:32]([CH3:34])([CH3:33])[CH3:35])[CH2:38]5)[CH:3]=[CH:4][CH:5]=4)=[N:9][N:10]([CH:23]4[CH2:28][CH2:27][CH2:26][CH2:25][O:24]4)[C:11]3=[CH:12][N:13]=2)[CH:18]=[N:19]1. (4) The product is: [Br:1][C:2]1[CH:9]=[CH:8][C:5]([NH:6][CH3:7])=[C:4]([N+:10]([O-:12])=[O:11])[C:3]=1[S:26][C:20]1[CH:25]=[CH:24][CH:23]=[CH:22][CH:21]=1. Given the reactants [Br:1][C:2]1[CH:9]=[CH:8][C:5]([NH:6][CH3:7])=[C:4]([N+:10]([O-:12])=[O:11])[C:3]=1F.C(=O)([O-])[O-].[Cs+].[Cs+].[C:20]1([SH:26])[CH:25]=[CH:24][CH:23]=[CH:22][CH:21]=1, predict the reaction product. (5) Given the reactants C([O:3][C:4](=[O:30])[CH2:5][S:6][C:7]1[S:11][C:10]([NH:12][C:13]([N:15]([C:22]2[CH:27]=[CH:26][CH:25]=[C:24]([Cl:28])[C:23]=2[F:29])CC2CCCC2)=[O:14])=[N:9][CH:8]=1)C.[CH:31]1(N(C2C=CC(S(C)(=O)=O)=CC=2)C(=O)N(C)C2SC=C(CC(O)=O)N=2)[CH2:35][CH2:34][CH2:33][CH2:32]1.[CH:60]1(CNC2C=CC=C(Cl)C=2F)CCCC1.C(OC(=O)CSC1SC(N)=NC=1)C, predict the reaction product. The product is: [Cl:28][C:24]1[C:23]([F:29])=[C:22]([N:15]([CH:31]2[CH2:35][CH2:34][CH2:33][CH2:32]2)[C:13](=[O:14])[N:12]([CH3:60])[C:10]2[S:11][C:7]([S:6][CH2:5][C:4]([OH:3])=[O:30])=[CH:8][N:9]=2)[CH:27]=[CH:26][CH:25]=1. (6) Given the reactants [CH2:1]([N:3]1[CH:7]=[C:6]([C:8]2[N:9]=[C:10]3[C:15]([NH:16][C@H:17]4[C@@H:21]([CH2:22][F:23])[CH2:20][NH:19][CH2:18]4)=[C:14]([C:24]([NH2:26])=[O:25])[CH:13]=[N:12][N:11]3[CH:27]=2)[CH:5]=[N:4]1)[CH3:2].C(O)(C(F)(F)F)=O.[C:35]([C:37]1([C:40](O)=[O:41])[CH2:39][CH2:38]1)#[N:36].CN(C(ON1N=NC2C=CC=NC1=2)=[N+](C)C)C.F[P-](F)(F)(F)(F)F.CCN(C(C)C)C(C)C, predict the reaction product. The product is: [C:35]([C:37]1([C:40]([N:19]2[CH2:20][C@H:21]([CH2:22][F:23])[C@H:17]([NH:16][C:15]3[C:10]4[N:11]([CH:27]=[C:8]([C:6]5[CH:5]=[N:4][N:3]([CH2:1][CH3:2])[CH:7]=5)[N:9]=4)[N:12]=[CH:13][C:14]=3[C:24]([NH2:26])=[O:25])[CH2:18]2)=[O:41])[CH2:39][CH2:38]1)#[N:36]. (7) Given the reactants Cl[C:2]1[CH:7]=[CH:6][N:5]=[C:4]([C:8]([NH2:10])=[O:9])[CH:3]=1.[NH2:11][C:12]1[CH:13]=[C:14]([OH:18])[CH:15]=[CH:16][CH:17]=1, predict the reaction product. The product is: [C:8]([C:4]1[CH:3]=[C:2]([O:18][C:14]2[CH:13]=[C:12]([CH:17]=[CH:16][CH:15]=2)[NH2:11])[CH:7]=[CH:6][N:5]=1)(=[O:9])[NH2:10].